From a dataset of Forward reaction prediction with 1.9M reactions from USPTO patents (1976-2016). Predict the product of the given reaction. (1) Given the reactants Br[CH2:2][CH2:3][C:4]1[CH:9]=[CH:8][C:7]([N+:10]([O-:12])=[O:11])=[CH:6][CH:5]=1.[CH3:13][N:14]1[CH2:19][CH2:18][NH:17][CH2:16][CH2:15]1.C(=O)([O-])[O-].[K+].[K+], predict the reaction product. The product is: [CH3:13][N:14]1[CH2:19][CH2:18][N:17]([CH2:2][CH2:3][C:4]2[CH:9]=[CH:8][C:7]([N+:10]([O-:12])=[O:11])=[CH:6][CH:5]=2)[CH2:16][CH2:15]1. (2) Given the reactants [CH2:1]([NH:5][C:6]1[S:7][CH:8]=[CH:9][C:10]=1[C:11]([O:13]C)=[O:12])[CH2:2][CH2:3][CH3:4].[OH-].[K+], predict the reaction product. The product is: [CH2:1]([NH:5][C:6]1[S:7][CH:8]=[CH:9][C:10]=1[C:11]([OH:13])=[O:12])[CH2:2][CH2:3][CH3:4].